Dataset: Experimentally validated miRNA-target interactions with 360,000+ pairs, plus equal number of negative samples. Task: Binary Classification. Given a miRNA mature sequence and a target amino acid sequence, predict their likelihood of interaction. (1) The miRNA is hsa-let-7e-5p with sequence UGAGGUAGGAGGUUGUAUAGUU. The protein sequence of the target gene is MTTLAGAVPRMMRPGPGQNYPRSGFPLEVSTPLGQGRVNQLGGVFINGRPLPNHIRHKIVEMAHHGIRPCVISRQLRVSHGCVSKILCRYQETGSIRPGAIGGSKPKQVTTPDVEKKIEEYKRENPGMFSWEIRDKLLKDAVCDRNTVPSVSSISRILRSKFGKGEEEEADLERKEAEESEKKAKHSIDGILSERASAPQSDEGSDIDSEPDLPLKRKQRRSRTTFTAEQLEELERAFERTHYPDIYTREELAQRAKLTEARVQVWFSNRRARWRKQAGANQLMAFNHLIPGGFPPTAMP.... Result: 1 (interaction). (2) The miRNA is mmu-miR-681 with sequence CAGCCUCGCUGGCAGGCAGCU. Result: 0 (no interaction). The protein sequence of the target gene is MSSAVLVTLLPDPSSSFREDAPRPPVPGEEGETPPCQPSVGKVQSTKPMPVSSNARRNEDGLGEPEGRASPDSPLTRWTKSLHSLLGDQDGAYLFRTFLEREKCVDTLDFWFACNGFRQMNLKDTKTLRVAKAIYKRYIENNSVVSKQLKPATKTYIRDGIKKQQIGSVMFDQAQTEIQAVMEENAYQVFLTSDIYLEYVRSGGENTAYMSNGGLGSLKVLCGYLPTLNEEEEWTCADLKCKLSPTVVGLSSKTLRATASVRSTETAENGFRSFKRSDPVNPYHVGSGYVFAPATSANDS.... (3) The miRNA is hsa-miR-92a-3p with sequence UAUUGCACUUGUCCCGGCCUGU. The protein sequence of the target gene is MSRSGDRTSTFDPSHSDNLLHGLNLLWRKQLFCDVTLTAQGQQFHCHKAVLASCSQYFRSLFSSHPPLGGGVGGQDGLGAPKDQQQPPQQQPSQQQQPPPQEEPGTPSSSPDDKLLTSPRAINNLVLQGCSSIGLRLVLEYLYTANVTLSLDTVEEVLSVSKILHIPQVTKLCVQFLNDQISVQNYKQVCKIAALHGLEETKKLANKYLVEDVLLLNFEEMRALLDSLPPPVESELALFQMSVLWLEHDRETRMQYAPDLMKRLRFALIPAPELVERVQSVDFMRTDPVCQKLLLDAMNY.... Result: 1 (interaction). (4) The miRNA is rno-miR-27b-3p with sequence UUCACAGUGGCUAAGUUCUGC. The protein sequence of the target gene is MTAPEKPVKQEEMAALDVDGGGGGGGHGEYLQQQQQQQQQHGNGAAAAAAQDTQPSPLALLAATCSKIGPPSPGDDDEEAAVAAAAGVPAAAAGATGDLASAQLGGAPNRWEVLSATPTTIKDEAGNLVQIPGAATSSGQYVLPLQNLQNQQIFSVAPGSDSSNGTVSNVQYQVIPQIQSTDAQQVQIGFTGSSDNGGINQENSQIQIIPGSNQTLLASGTPPANIQNLIPQTGQVQVQGVAIGGSSFPGQTQVVANVPLGLPGNITFVPINSVDLDSLGLSGSSQTMTAGINADGHLIN.... Result: 0 (no interaction).